From a dataset of Reaction yield outcomes from USPTO patents with 853,638 reactions. Predict the reaction yield, written as a fraction of the theoretical maximum amount of product (1.0 means a 100% yield; for example, 0.34 means a 34% yield). (1) The reactants are [F:1][C:2]1[CH:3]=[C:4]([CH:8]=[CH:9][C:10]=1[C:11]1[CH:16]=[CH:15][CH:14]=[CH:13][CH:12]=1)[C:5]([OH:7])=O.[C:17]([NH2:26])(=[O:25])[C:18]1[C:19](=[CH:21][CH:22]=[CH:23][CH:24]=1)[NH2:20].C(N(C(C)C)CC)(C)C.CO.ClCCl. The catalyst is C(Cl)(=O)C(Cl)=O.CN(C=O)C.C1(C)C=CC=CC=1. The product is [F:1][C:2]1[CH:3]=[C:4]([C:5]([NH:20][C:19]2[CH:21]=[CH:22][CH:23]=[CH:24][C:18]=2[C:17]([NH2:26])=[O:25])=[O:7])[CH:8]=[CH:9][C:10]=1[C:11]1[CH:16]=[CH:15][CH:14]=[CH:13][CH:12]=1. The yield is 0.760. (2) The reactants are [NH2:1][CH:2]([CH:6]1[CH2:11][CH2:10][CH2:9][CH2:8][CH:7]1[CH3:12])[C:3]([OH:5])=[O:4].C([O-])(O)=O.[Na+].[CH3:18][C:19]([O:22][C:23](O[C:23]([O:22][C:19]([CH3:21])([CH3:20])[CH3:18])=[O:24])=[O:24])([CH3:21])[CH3:20]. The catalyst is O1CCOCC1.O. The product is [C:19]([O:22][C:23]([NH:1][CH:2]([CH:6]1[CH2:11][CH2:10][CH2:9][CH2:8][CH:7]1[CH3:12])[C:3]([OH:5])=[O:4])=[O:24])([CH3:21])([CH3:20])[CH3:18]. The yield is 0.630.